This data is from Forward reaction prediction with 1.9M reactions from USPTO patents (1976-2016). The task is: Predict the product of the given reaction. (1) Given the reactants [Cl:1][C:2]1[CH:7]=[C:6]([C:8]2[CH2:9][C:10]([C:17]3[CH:22]=[C:21]([Cl:23])[CH:20]=[C:19]([Cl:24])[CH:18]=3)([C:13]([F:16])([F:15])[F:14])[O:11][CH:12]=2)[CH:5]=[CH:4][C:3]=1[CH2:25][NH2:26].C(=O)([O-])[O-].[K+].[K+].[CH:33]1([C:36](Cl)=[O:37])[CH2:35][CH2:34]1, predict the reaction product. The product is: [Cl:1][C:2]1[CH:7]=[C:6]([C:8]2[CH2:9][C:10]([C:17]3[CH:22]=[C:21]([Cl:23])[CH:20]=[C:19]([Cl:24])[CH:18]=3)([C:13]([F:14])([F:15])[F:16])[O:11][CH:12]=2)[CH:5]=[CH:4][C:3]=1[CH2:25][NH:26][C:36]([CH:33]1[CH2:35][CH2:34]1)=[O:37]. (2) Given the reactants [OH:1][C:2]1[CH:7]=[C:6]([CH3:8])[C:5]([OH:9])=[C:4]([CH3:10])[C:3]=1[CH3:11].[CH2:12]=O.[C:14]([O:19][CH3:20])(=[O:18])[C:15]([CH3:17])=[CH2:16].O, predict the reaction product. The product is: [OH:1][C:2]1[C:7]([CH3:12])=[C:6]2[C:5](=[C:4]([CH3:10])[C:3]=1[CH3:11])[O:9][C:15]([CH3:17])([C:14]([O:19][CH3:20])=[O:18])[CH2:16][CH2:8]2. (3) Given the reactants [N:1]1[CH:6]=[CH:5][CH:4]=[N:3][C:2]=1[C:7]1[N:12]=[C:11]([CH3:13])[C:10]([C:14]([OH:16])=O)=[CH:9][N:8]=1.[CH3:17][O:18][C:19]1[CH:20]=[C:21]2[C:25](=[CH:26][CH:27]=1)[N:24]([NH2:28])[CH:23]=[CH:22]2.C[N+]1(C2N=C(OC)N=C(OC)N=2)CCOCC1.[Cl-], predict the reaction product. The product is: [O:18]([C:19]1[CH:20]=[C:21]2[C:25](=[CH:26][CH:27]=1)[N:24]([NH:28][C:14]([C:10]1[C:11]([CH3:13])=[N:12][C:7]([C:2]3[N:1]=[CH:6][CH:5]=[CH:4][N:3]=3)=[N:8][CH:9]=1)=[O:16])[CH:23]=[CH:22]2)[CH3:17]. (4) Given the reactants [NH2:1][CH2:2][C:3]1[CH:8]=[CH:7][C:6]([N:9]([CH3:17])[C:10]2[CH:15]=[CH:14][CH:13]=[CH:12][C:11]=2[Cl:16])=[CH:5][CH:4]=1.[N:18]1[CH:23]=[C:22]([C:24]([NH:26][C:27]2([C:30](O)=[O:31])[CH2:29][CH2:28]2)=[O:25])[CH:21]=[N:20][CH:19]=1, predict the reaction product. The product is: [Cl:16][C:11]1[CH:12]=[CH:13][CH:14]=[CH:15][C:10]=1[N:9]([CH3:17])[C:6]1[CH:5]=[CH:4][C:3]([CH2:2][NH:1][C:30]([C:27]2([NH:26][C:24]([C:22]3[CH:21]=[N:20][CH:19]=[N:18][CH:23]=3)=[O:25])[CH2:29][CH2:28]2)=[O:31])=[CH:8][CH:7]=1. (5) The product is: [CH3:8][C:2]([C:9]1[CH:14]=[C:13]([C:15]([CH3:22])([CH3:21])[CH2:16][C:17]([CH3:20])([CH3:19])[CH3:18])[CH:12]=[C:11]([CH:37]=[O:38])[C:10]=1[OH:23])([CH3:1])[CH2:3][C:4]([CH3:5])([CH3:6])[CH3:7]. Given the reactants [CH3:1][C:2]([C:9]1[CH:14]=[C:13]([C:15]([CH3:22])([CH3:21])[CH2:16][C:17]([CH3:20])([CH3:19])[CH3:18])[CH:12]=[CH:11][C:10]=1[OH:23])([CH3:8])[CH2:3][C:4]([CH3:7])([CH3:6])[CH3:5].N1C(C)=CC=CC=1C.Cl[Sn](Cl)(Cl)Cl.[CH2:37]=[O:38].Cl, predict the reaction product. (6) The product is: [BrH:1].[Cl:16][C:10]1[CH:11]=[C:12]([Cl:15])[CH:13]=[C:14]2[C:9]=1[CH:8]=[CH:7][CH:6]=[C:5]2[C:3]1[N:20]2[CH2:21][CH2:22][N:18]=[C:19]2[S:23][C:2]=1[CH3:17]. Given the reactants [Br:1][CH:2]([CH3:17])[C:3]([C:5]1[C:14]2[C:9](=[C:10]([Cl:16])[CH:11]=[C:12]([Cl:15])[CH:13]=2)[CH:8]=[CH:7][CH:6]=1)=O.[NH:18]1[CH2:22][CH2:21][NH:20][C:19]1=[S:23], predict the reaction product.